Regression. Given a peptide amino acid sequence and an MHC pseudo amino acid sequence, predict their binding affinity value. This is MHC class II binding data. From a dataset of Peptide-MHC class II binding affinity with 134,281 pairs from IEDB. (1) The peptide sequence is KNLYDHALMSIISTF. The MHC is DRB1_0405 with pseudo-sequence DRB1_0405. The binding affinity (normalized) is 0.688. (2) The peptide sequence is GGLPLAGAGGAGAGP. The MHC is HLA-DPA10201-DPB10501 with pseudo-sequence HLA-DPA10201-DPB10501. The binding affinity (normalized) is 0.316. (3) The peptide sequence is CLHYTVDKSKPKVYQWFD. The MHC is DRB4_0101 with pseudo-sequence DRB4_0103. The binding affinity (normalized) is 0.426. (4) The peptide sequence is FVGYLKPTTFMLKYD. The MHC is DRB1_0401 with pseudo-sequence DRB1_0401. The binding affinity (normalized) is 0.648. (5) The peptide sequence is MFNMLSTVLGVSILN. The MHC is DRB1_1501 with pseudo-sequence DRB1_1501. The binding affinity (normalized) is 0.254.